Task: Predict the reactants needed to synthesize the given product.. Dataset: Full USPTO retrosynthesis dataset with 1.9M reactions from patents (1976-2016) (1) Given the product [F:16][C:5]1[CH:4]=[CH:3][C:2]([B:22]2[O:26][C:25]([CH3:28])([CH3:27])[C:24]([CH3:30])([CH3:29])[O:23]2)=[CH:7][C:6]=1[C:8]1[C:9]([C:14]#[N:15])=[CH:10][CH:11]=[CH:12][CH:13]=1, predict the reactants needed to synthesize it. The reactants are: Br[C:2]1[CH:3]=[CH:4][C:5]([F:16])=[C:6]([C:8]2[C:9]([C:14]#[N:15])=[CH:10][CH:11]=[CH:12][CH:13]=2)[CH:7]=1.C([O-])(=O)C.[K+].[B:22]1([B:22]2[O:26][C:25]([CH3:28])([CH3:27])[C:24]([CH3:30])([CH3:29])[O:23]2)[O:26][C:25]([CH3:28])([CH3:27])[C:24]([CH3:30])([CH3:29])[O:23]1. (2) The reactants are: BrC1C=C2C(=CC=1)CN(C(OC(C)(C)C)=O)C2.C1(C2N3N=C(N)N=C3C=CC=2)C=CC=CC=1.O1[CH2:39][CH2:38][N:37]([C:40]2[CH:45]=[CH:44][C:43]([NH:46][C:47]3[N:61]=[C:50]4[CH:51]=[CH:52][CH:53]=[C:54]([C:55]5[CH:60]=[CH:59][CH:58]=[CH:57][CH:56]=5)[N:49]4[N:48]=3)=[CH:42][CH:41]=2)CC1.[C:62]1([C:68]2[N:73]3[N:74]=[C:75]([NH:77][C:78]4[CH:79]=[C:80]5[C:84](=[CH:85][CH:86]=4)[CH2:83][N:82]([C:87]([O:89][C:90]([CH3:93])([CH3:92])[CH3:91])=[O:88])[CH2:81]5)[N:76]=[C:72]3[CH:71]=[CH:70][CH:69]=2)[CH:67]=[CH:66][CH:65]=[CH:64][CH:63]=1. Given the product [C:62]1([C:68]2[N:73]3[N:74]=[C:75]([NH:77][C:78]4[CH:79]=[C:80]5[C:84](=[CH:85][CH:86]=4)[CH2:83][N:82]([C:87]([O:89][C:90]([CH3:93])([CH3:92])[CH3:91])=[O:88])[CH2:81]5)[N:76]=[C:72]3[CH:71]=[CH:70][CH:69]=2)[CH:63]=[CH:64][CH:65]=[CH:66][CH:67]=1.[CH2:38]1[C:39]2[C:45](=[CH:44][C:43]([NH:46][C:47]3[N:61]=[C:50]4[CH:51]=[CH:52][CH:53]=[C:54]([C:55]5[CH:56]=[CH:57][CH:58]=[CH:59][CH:60]=5)[N:49]4[N:48]=3)=[CH:42][CH:41]=2)[CH2:40][NH:37]1, predict the reactants needed to synthesize it. (3) Given the product [Br:8][C:6]1[CH:7]=[C:2]([C:14]2[CH:13]=[CH:12][C:11]([F:10])=[CH:16][C:15]=2[F:17])[C:3]([NH2:9])=[N:4][CH:5]=1, predict the reactants needed to synthesize it. The reactants are: Br[C:2]1[C:3]([NH2:9])=[N:4][CH:5]=[C:6]([Br:8])[CH:7]=1.[F:10][C:11]1[CH:16]=[C:15]([F:17])[CH:14]=[CH:13][C:12]=1B(O)O.[O-]P([O-])([O-])=O.[K+].[K+].[K+].C(O)C. (4) Given the product [CH2:1]([O:3][C:4]1[C:12]2[C:11](=[O:13])[N:10]([C:14]3[CH:19]=[CH:18][C:17]([CH2:20][C:21]([O:23][CH2:24][CH3:25])=[O:22])=[CH:16][C:15]=3[F:26])[C:9](=[O:27])[C:8]=2[C:7]([O:44][CH2:45][C:46]([F:47])([F:48])[F:49])=[C:6]2[CH:29]=[CH:30][CH:31]=[CH:32][C:5]=12)[CH3:2], predict the reactants needed to synthesize it. The reactants are: [CH2:1]([O:3][C:4]1[C:12]2[C:11](=[O:13])[N:10]([C:14]3[CH:19]=[CH:18][C:17]([CH2:20][C:21]([O:23][CH2:24][CH3:25])=[O:22])=[CH:16][C:15]=3[F:26])[C:9](=[O:27])[C:8]=2[C:7](O)=[C:6]2[CH:29]=[CH:30][CH:31]=[CH:32][C:5]=12)[CH3:2].C(=O)([O-])[O-].[Na+].[Na+].FC(F)(F)S([O:44][CH2:45][C:46]([F:49])([F:48])[F:47])(=O)=O.O. (5) The reactants are: [CH3:1][N:2]([CH:20]([C:23]1[CH:28]=[CH:27][CH:26]=[CH:25][CH:24]=1)C=C)[C:3]([C@@H:5]([NH:9][C:10](=[O:19])[O:11][CH2:12][C:13]1[CH:18]=[CH:17][CH:16]=[CH:15][CH:14]=1)[CH2:6][CH:7]=[CH2:8])=[O:4]. Given the product [CH3:1][N:2]1[C@H:20]([C:23]2[CH:24]=[CH:25][CH:26]=[CH:27][CH:28]=2)[CH:8]=[CH:7][CH2:6][C@H:5]([NH:9][C:10](=[O:19])[O:11][CH2:12][C:13]2[CH:18]=[CH:17][CH:16]=[CH:15][CH:14]=2)[C:3]1=[O:4].[CH3:1][N:2]1[C@@H:20]([C:23]2[CH:24]=[CH:25][CH:26]=[CH:27][CH:28]=2)[CH:8]=[CH:7][CH2:6][C@H:5]([NH:9][C:10](=[O:19])[O:11][CH2:12][C:13]2[CH:18]=[CH:17][CH:16]=[CH:15][CH:14]=2)[C:3]1=[O:4], predict the reactants needed to synthesize it. (6) Given the product [Br:1][C:2]1[CH:10]=[CH:9][C:5]([CH2:6][OH:7])=[CH:4][C:3]=1[F:11], predict the reactants needed to synthesize it. The reactants are: [Br:1][C:2]1[CH:10]=[CH:9][C:5]([C:6](O)=[O:7])=[CH:4][C:3]=1[F:11]. (7) Given the product [CH3:15][CH:16]([CH2:20][S:21][CH3:22])[C:17]([N:2]([CH3:1])[C:3]1[N:4]([CH3:14])[N:5]=[C:6]([C:8]2[CH:9]=[N:10][CH:11]=[CH:12][CH:13]=2)[CH:7]=1)=[O:18], predict the reactants needed to synthesize it. The reactants are: [CH3:1][NH:2][C:3]1[N:4]([CH3:14])[N:5]=[C:6]([C:8]2[CH:9]=[N:10][CH:11]=[CH:12][CH:13]=2)[CH:7]=1.[CH3:15][CH:16]([CH2:20][S:21][CH3:22])[C:17](Cl)=[O:18]. (8) Given the product [CH:18]1([C:21]2[CH:22]=[C:23]([CH3:33])[C:24]([N:27]3[CH2:28][CH2:29][N:30]([C:12]([C:11]4[CH:10]=[CH:9][C:8]([N:3]5[C@H:2]([CH3:1])[CH2:6][O:5][C:4]5=[O:7])=[CH:16][CH:15]=4)=[O:14])[CH2:31][CH2:32]3)=[N:25][CH:26]=2)[CH2:20][CH2:19]1, predict the reactants needed to synthesize it. The reactants are: [CH3:1][C@@H:2]1[CH2:6][O:5][C:4](=[O:7])[N:3]1[C:8]1[CH:16]=[CH:15][C:11]([C:12]([OH:14])=O)=[CH:10][CH:9]=1.Cl.[CH:18]1([C:21]2[CH:22]=[C:23]([CH3:33])[C:24]([N:27]3[CH2:32][CH2:31][NH:30][CH2:29][CH2:28]3)=[N:25][CH:26]=2)[CH2:20][CH2:19]1.